Task: Predict the product of the given reaction.. Dataset: Forward reaction prediction with 1.9M reactions from USPTO patents (1976-2016) (1) Given the reactants C([O-])(=O)C.[Na+].[CH3:6][C:7]1[CH:14]=[CH:13][C:10]([CH:11]=O)=[CH:9][C:8]=1[N+:15]([O-:17])=[O:16].Cl.[NH2:19][OH:20].C(O)C, predict the reaction product. The product is: [OH:20][N:19]=[CH:11][C:10]1[CH:13]=[CH:14][C:7]([CH3:6])=[C:8]([N+:15]([O-:17])=[O:16])[CH:9]=1. (2) Given the reactants Cl[C:2]1[CH:7]=[C:6]([C:8]2[CH:13]=[C:12]([Cl:14])[CH:11]=[CH:10][C:9]=2[CH3:15])[N:5]=[C:4]([NH2:16])[N:3]=1.[NH2:17][C:18]1[CH:19]=[CH:20][C:21]([Cl:26])=[C:22]([CH2:24][OH:25])[CH:23]=1, predict the reaction product. The product is: [NH2:16][C:4]1[N:3]=[C:2]([NH:17][C:18]2[CH:19]=[CH:20][C:21]([Cl:26])=[C:22]([CH2:24][OH:25])[CH:23]=2)[CH:7]=[C:6]([C:8]2[CH:13]=[C:12]([Cl:14])[CH:11]=[CH:10][C:9]=2[CH3:15])[N:5]=1. (3) Given the reactants [OH:1][C@H:2]1[CH2:6][CH2:5][N:4]([C:7]([O:9][C:10]([CH3:13])([CH3:12])[CH3:11])=[O:8])[C@@H:3]1[C:14]([O:16][CH2:17][CH3:18])=[O:15].N1C=CN=C1.Cl[Si:25]([C:28]([CH3:31])([CH3:30])[CH3:29])([CH3:27])[CH3:26], predict the reaction product. The product is: [CH3:29][C:28]([Si:25]([CH3:27])([CH3:26])[O:1][C@H:2]1[CH2:6][CH2:5][N:4]([C:7]([O:9][C:10]([CH3:13])([CH3:12])[CH3:11])=[O:8])[C@@H:3]1[C:14]([O:16][CH2:17][CH3:18])=[O:15])([CH3:31])[CH3:30]. (4) Given the reactants [CH3:1][S:2][C:3]1[O:7][N:6]=[C:5]([C:8]2[N:12](COCC[Si](C)(C)C)[C:11]3[CH:21]=[CH:22][CH:23]=[CH:24][C:10]=3[N:9]=2)[CH:4]=1.Cl, predict the reaction product. The product is: [CH3:1][S:2][C:3]1[O:7][N:6]=[C:5]([C:8]2[NH:9][C:10]3[CH:24]=[CH:23][CH:22]=[CH:21][C:11]=3[N:12]=2)[CH:4]=1. (5) Given the reactants [OH-].[Na+].C([O:5][C:6]([C:8]1[CH:13]=[CH:12][C:11]([C:14]2[CH:19]=[CH:18][CH:17]=[C:16]([C:20]3[C:29]4[C:24](=[CH:25][C:26]([O:35][CH3:36])=[C:27]5[O:32][C:31]([CH3:34])([CH3:33])[CH2:30][C:28]5=4)[CH2:23][C:22]([CH3:38])([CH3:37])[N:21]=3)[CH:15]=2)=[CH:10][CH:9]=1)=[O:7])C.Cl.[Cl-].[Na+], predict the reaction product. The product is: [CH3:36][O:35][C:26]1[CH:25]=[C:24]2[C:29](=[C:28]3[CH2:30][C:31]([CH3:34])([CH3:33])[O:32][C:27]=13)[C:20]([C:16]1[CH:15]=[C:14]([C:11]3[CH:10]=[CH:9][C:8]([C:6]([OH:7])=[O:5])=[CH:13][CH:12]=3)[CH:19]=[CH:18][CH:17]=1)=[N:21][C:22]([CH3:38])([CH3:37])[CH2:23]2.